From a dataset of Catalyst prediction with 721,799 reactions and 888 catalyst types from USPTO. Predict which catalyst facilitates the given reaction. (1) Reactant: [Cl:1][CH2:2][CH2:3][CH2:4][O:5][C:6]1[CH:11]=[CH:10][C:9]([C:12]2[S:13][C:14]([C:18]([OH:20])=O)=[C:15]([CH3:17])[N:16]=2)=[CH:8][CH:7]=1.C(N(CC)CC)C.ON1C2C=CC=CC=2N=N1.CN(C)CCCN=C=NCC.[NH:49]1[CH2:54][CH2:53][O:52][CH2:51][CH2:50]1. The catalyst class is: 4. Product: [Cl:1][CH2:2][CH2:3][CH2:4][O:5][C:6]1[CH:7]=[CH:8][C:9]([C:12]2[S:13][C:14]([C:18]([N:49]3[CH2:54][CH2:53][O:52][CH2:51][CH2:50]3)=[O:20])=[C:15]([CH3:17])[N:16]=2)=[CH:10][CH:11]=1. (2) Reactant: [C:1]([O:5][C:6]([N:8]1[CH2:12][CH2:11][CH2:10][C:9]1([CH2:16][CH:17]1[CH2:19][CH2:18]1)[C:13](O)=[O:14])=[O:7])([CH3:4])([CH3:3])[CH3:2]. Product: [C:1]([O:5][C:6]([N:8]1[CH2:12][CH2:11][CH2:10][C:9]1([CH2:16][CH:17]1[CH2:18][CH2:19]1)[CH2:13][OH:14])=[O:7])([CH3:4])([CH3:2])[CH3:3]. The catalyst class is: 1. (3) Reactant: [Li+].[OH-].[CH:3]1([C@H:8]([NH:13][C:14]([C:16]2[C:25]([NH:26][C:27]([NH:29][C:30]3[C:35]([CH3:36])=[CH:34][C:33]([CH3:37])=[CH:32][C:31]=3[CH3:38])=[O:28])=[CH:24][C:23]3[C:18](=[CH:19][CH:20]=[CH:21][CH:22]=3)[CH:17]=2)=[O:15])[C:9]([O:11]C)=[O:10])[CH2:7][CH2:6][CH2:5][CH2:4]1.Cl.C(OCC)(=O)C. Product: [CH:3]1([C@H:8]([NH:13][C:14]([C:16]2[C:25]([NH:26][C:27]([NH:29][C:30]3[C:35]([CH3:36])=[CH:34][C:33]([CH3:37])=[CH:32][C:31]=3[CH3:38])=[O:28])=[CH:24][C:23]3[C:18](=[CH:19][CH:20]=[CH:21][CH:22]=3)[CH:17]=2)=[O:15])[C:9]([OH:11])=[O:10])[CH2:7][CH2:6][CH2:5][CH2:4]1. The catalyst class is: 799. (4) Reactant: Br[C:2]1[CH:7]=[CH:6][C:5]([Br:8])=[CH:4][N:3]=1.[CH3:9][CH:10]([CH3:13])[C:11]#[N:12].C[Si]([N-][Si](C)(C)C)(C)C.[Na+].[NH4+].[Cl-]. Product: [Br:8][C:5]1[CH:6]=[CH:7][C:2]([C:10]([CH3:13])([CH3:9])[C:11]#[N:12])=[N:3][CH:4]=1. The catalyst class is: 11. (5) Reactant: [CH3:1][O:2][C:3](=[O:9])[C:4]([CH3:8])([CH3:7])[CH2:5][OH:6].N1C=CC=CC=1.[CH3:16][S:17](Cl)(=[O:19])=[O:18].O. Product: [CH3:1][O:2][C:3](=[O:9])[C:4]([CH3:8])([CH3:7])[CH2:5][O:6][S:17]([CH3:16])(=[O:19])=[O:18]. The catalyst class is: 22. (6) Reactant: [ClH:1].Cl.[CH2:3]([N:10]1[CH2:15][CH2:14][N:13]([CH2:16][C:17]2[C:22]([O:23][CH2:24][CH2:25][CH2:26][CH2:27][CH2:28][CH2:29][C:30]([O:32]CC)=[O:31])=[C:21]([O:35][CH3:36])[C:20]([O:37][CH3:38])=[CH:19][CH:18]=2)[CH2:12][CH2:11]1)[C:4]1[CH:9]=[CH:8][CH:7]=[CH:6][CH:5]=1.[OH-].[Na+]. Product: [ClH:1].[ClH:1].[CH2:3]([N:10]1[CH2:15][CH2:14][N:13]([CH2:16][C:17]2[C:22]([O:23][CH2:24][CH2:25][CH2:26][CH2:27][CH2:28][CH2:29][C:30]([OH:32])=[O:31])=[C:21]([O:35][CH3:36])[C:20]([O:37][CH3:38])=[CH:19][CH:18]=2)[CH2:12][CH2:11]1)[C:4]1[CH:9]=[CH:8][CH:7]=[CH:6][CH:5]=1. The catalyst class is: 8. (7) Reactant: [C:1]([OH:5])(=[O:4])[CH:2]=[CH2:3]. Product: [C:1]([OH:5])(=[O:4])[CH:2]=[CH2:3].[C:1]([O-:5])(=[O:4])[CH:2]=[CH2:3]. The catalyst class is: 6. (8) Reactant: BrC1C=CC(O[C@H]2CCC[C@H]2N[S:13]([CH:16]([CH3:18])[CH3:17])(=[O:15])=[O:14])=CC=1.BrC1C=CC(O[C@H]2CCC[C@H]2N[S:13]([CH:16]([CH3:18])[CH3:17])(=[O:15])=[O:14])=CC=1.[Br:41][C:42]1[N:47]=[CH:46][C:45]([O:48][C@H:49]2[CH2:54][CH2:53][CH2:52][CH2:51][C@H:50]2[NH2:55])=[CH:44][CH:43]=1.CO. Product: [Br:41][C:42]1[N:47]=[CH:46][C:45]([O:48][C@H:49]2[CH2:54][CH2:53][CH2:52][CH2:51][C@H:50]2[NH:55][S:13]([CH:16]([CH3:18])[CH3:17])(=[O:15])=[O:14])=[CH:44][CH:43]=1. The catalyst class is: 119. (9) Reactant: [CH:1]([C:3]1[NH:7][C:6]([C:8]([OH:10])=O)=[CH:5][C:4]=1[CH3:11])=[O:2].[CH3:12][N:13]1[CH2:18][CH2:17][NH:16][CH2:15][CH2:14]1.ON1C2C=CC=CC=2N=N1.C(N(CC)CC)C. Product: [CH3:11][C:4]1[CH:5]=[C:6]([C:8]([N:16]2[CH2:17][CH2:18][N:13]([CH3:12])[CH2:14][CH2:15]2)=[O:10])[NH:7][C:3]=1[CH:1]=[O:2]. The catalyst class is: 3.